This data is from Catalyst prediction with 721,799 reactions and 888 catalyst types from USPTO. The task is: Predict which catalyst facilitates the given reaction. (1) Reactant: Br[C:2]1[CH:10]=[CH:9][C:5]([CH:6]=[N:7][OH:8])=[C:4]([F:11])[CH:3]=1.[B:12](OC(C)C)([O:17]C(C)C)[O:13]C(C)C.C(N)CCC. Product: [F:11][C:4]1[CH:3]=[C:2]([B:12]([OH:17])[OH:13])[CH:10]=[CH:9][C:5]=1[CH:6]=[N:7][OH:8]. The catalyst class is: 188. (2) Reactant: Cl[CH2:2][N:3]1[CH:7]=[CH:6][C:5]([C:8]#[N:9])=[N:4]1.[F:10][C:11]([F:20])([F:19])[CH2:12][CH2:13][CH:14]([C:17]#[N:18])[C:15]#[N:16].C(=O)([O-])[O-].[K+].[K+].O. Product: [C:8]([C:5]1[CH:6]=[CH:7][N:3]([CH2:2][C:14]([CH2:13][CH2:12][C:11]([F:10])([F:19])[F:20])([C:15]#[N:16])[C:17]#[N:18])[N:4]=1)#[N:9]. The catalyst class is: 9. (3) Product: [Br:32][C:30]1[CH:29]=[CH:28][C:27]([F:33])=[C:26]([C@@:16]([NH:17][C:18](=[O:24])[O:19][C:20]([CH3:23])([CH3:21])[CH3:22])([CH:4]([S:3][CH2:1][C:2]#[N:41])[CH2:5][CH2:6][CH2:7][O:8][Si:9]([C:10]([CH3:13])([CH3:12])[CH3:11])([CH3:15])[CH3:14])[CH3:25])[CH:31]=1. The catalyst class is: 5. Reactant: [C:1](=O)([S:3][C@@H:4]([C:16]([C:26]1[CH:31]=[C:30]([Br:32])[CH:29]=[CH:28][C:27]=1[F:33])([CH3:25])[NH:17][C:18](=[O:24])[O:19][C:20]([CH3:23])([CH3:22])[CH3:21])[CH2:5][CH2:6][CH2:7][O:8][Si:9]([CH3:15])([CH3:14])[C:10]([CH3:13])([CH3:12])[CH3:11])[CH3:2].C[O-].[Na+].BrCC#[N:41]. (4) The catalyst class is: 19. Reactant: [C:1]([O:5][C:6]([NH:8][CH:9]([CH2:14][C:15]1[CH:20]=[CH:19][C:18]([N+:21]([O-])=O)=[CH:17][CH:16]=1)[C:10]([O:12][CH3:13])=[O:11])=[O:7])([CH3:4])([CH3:3])[CH3:2]. Product: [NH2:21][C:18]1[CH:17]=[CH:16][C:15]([CH2:14][CH:9]([NH:8][C:6]([O:5][C:1]([CH3:4])([CH3:3])[CH3:2])=[O:7])[C:10]([O:12][CH3:13])=[O:11])=[CH:20][CH:19]=1. (5) Reactant: C([O:5][CH2:6][CH2:7][CH2:8][CH3:9])(=O)C=C.C(O[Si]([O:20][CH2:21]C)(OCC)OCC)C.[C:23]1([Si](OC)(OC)OC)[CH:28]=[CH:27][CH:26]=[CH:25]C=1.C(OCCC[Si](OC)(OC)OC)(=O)C(C)=C.C([NH:55][C:56](=O)C=C)(C)C.C(O)(=[O:63])C=C.S(OOS([O-])(=O)=O)([O-])(=O)=O.[NH4+:75].[NH4+:76]. Product: [CH3:23][CH2:28][CH2:27][CH:26]([C:7]1([CH2:8][CH3:9])[C:6](=[O:5])[N:76]=[C:56]([NH:55][OH:63])[NH:75][C:21]1=[O:20])[CH3:25]. The catalyst class is: 6. (6) Reactant: FC(F)(F)C(O)=O.[S:8]1[CH:12]=[CH:11][C:10]2[C:13]([N:17]3[CH2:22][CH2:21][N:20](C(OC(C)(C)C)=O)[CH2:19][CH:18]3[CH3:30])=[CH:14][CH:15]=[CH:16][C:9]1=2.[Cl:31]CCl.[ClH:34]. Product: [ClH:31].[ClH:34].[S:8]1[CH:12]=[CH:11][C:10]2[C:13]([N:17]3[CH2:22][CH2:21][NH:20][CH2:19][CH:18]3[CH3:30])=[CH:14][CH:15]=[CH:16][C:9]1=2. The catalyst class is: 5. (7) Reactant: [Cl:1][CH2:2][CH:3]1[O:7][C:6](=[O:8])[NH:5][CH2:4]1.Br[C:10]1[CH:15]=[CH:14][C:13]([Cl:16])=[CH:12][N:11]=1.C(=O)([O-])[O-].[Cs+].[Cs+].CC1(C)C2C=CC=C(P(C3C=CC=CC=3)C3C=CC=CC=3)C=2OC2C1=CC=CC=2P(C1C=CC=CC=1)C1C=CC=CC=1. Product: [Cl:1][CH2:2][CH:3]1[O:7][C:6](=[O:8])[N:5]([C:10]2[CH:15]=[CH:14][C:13]([Cl:16])=[CH:12][N:11]=2)[CH2:4]1. The catalyst class is: 12. (8) Reactant: [NH2:1][CH2:2][CH2:3][CH2:4][O:5][C:6]1[CH:35]=[CH:34][C:9]([C:10]([N:12]2[C:21]3[C:16](=[CH:17][CH:18]=[CH:19][CH:20]=3)[C@H:15]([N:22]([C:26]3[CH:31]=[CH:30][C:29]([Cl:32])=[CH:28][CH:27]=3)[C:23](=[O:25])[CH3:24])[CH2:14][C@@H:13]2[CH3:33])=[O:11])=[CH:8][CH:7]=1.[CH3:36][N:37]1[CH2:44][CH2:43][CH2:42][C@H:38]1[C:39](O)=[O:40].C(Cl)CCl. Product: [C:23]([N:22]([C:26]1[CH:31]=[CH:30][C:29]([Cl:32])=[CH:28][CH:27]=1)[C@H:15]1[C:16]2[C:21](=[CH:20][CH:19]=[CH:18][CH:17]=2)[N:12]([C:10]([C:9]2[CH:8]=[CH:7][C:6]([O:5][CH2:4][CH2:3][CH2:2][NH:1][C:39]([C@@H:38]3[CH2:42][CH2:43][CH2:44][N:37]3[CH3:36])=[O:40])=[CH:35][CH:34]=2)=[O:11])[CH:13]([CH3:33])[CH2:14]1)(=[O:25])[CH3:24]. The catalyst class is: 202. (9) Reactant: Br[C:2]1[C:3]([CH2:13][CH2:14][CH2:15][CH2:16][CH2:17][CH2:18][CH2:19][CH2:20][CH2:21][CH3:22])=[N:4][C:5]([N:10]([CH3:12])[CH3:11])=[N:6][C:7]=1[O:8][CH3:9].C(N)CN.[Li]CCCC.C[O:33]B(OC)OC.OO.Cl. Product: [CH2:13]([C:3]1[C:2]([OH:33])=[C:7]([O:8][CH3:9])[N:6]=[C:5]([N:10]([CH3:12])[CH3:11])[N:4]=1)[CH2:14][CH2:15][CH2:16][CH2:17][CH2:18][CH2:19][CH2:20][CH2:21][CH3:22]. The catalyst class is: 20.